Dataset: Catalyst prediction with 721,799 reactions and 888 catalyst types from USPTO. Task: Predict which catalyst facilitates the given reaction. (1) Product: [C:1]([O:5][C:6](=[O:15])[CH2:7][C:8]1[C:12]([CH3:13])=[N:11][N:10]([CH2:17][C:18]2[CH:23]=[CH:22][C:21]([I:24])=[CH:20][CH:19]=2)[C:9]=1[CH3:14])([CH3:4])([CH3:3])[CH3:2]. The catalyst class is: 9. Reactant: [C:1]([O:5][C:6](=[O:15])[CH2:7][C:8]1[C:9]([CH3:14])=[N:10][NH:11][C:12]=1[CH3:13])([CH3:4])([CH3:3])[CH3:2].Br[CH2:17][C:18]1[CH:23]=[CH:22][C:21]([I:24])=[CH:20][CH:19]=1.C(=O)([O-])[O-].[K+].[K+].O. (2) Reactant: C(OC([N:8]1[CH2:14][C@@H:13]2[CH2:15][C@H:9]1[CH2:10][NH:11][CH2:12]2)=O)(C)(C)C.C(N(CC)CC)C.Cl[C:24]([O:26][CH3:27])=[O:25]. Product: [CH3:27][O:26][C:24]([N:11]1[CH2:10][C@@H:9]2[CH2:15][C@@H:13]([CH2:14][NH:8]2)[CH2:12]1)=[O:25]. The catalyst class is: 4. (3) Reactant: [C:1]([O:5][C:6]([N:8]([CH2:10][C:11]1[C:19]2[C:14](=[CH:15][C:16]([C:20](OC)=[O:21])=[CH:17][CH:18]=2)[N:13]([S:24]([C:27]2[CH:28]=[N:29][CH:30]=[CH:31][CH:32]=2)(=[O:26])=[O:25])[CH:12]=1)[CH3:9])=[O:7])([CH3:4])([CH3:3])[CH3:2].[H-].C([Al+]CC(C)C)C(C)C.O1CCCC1.[Cl-].[NH4+]. Product: [OH:21][CH2:20][C:16]1[CH:15]=[C:14]2[C:19]([C:11]([CH2:10][N:8]([CH3:9])[C:6](=[O:7])[O:5][C:1]([CH3:2])([CH3:3])[CH3:4])=[CH:12][N:13]2[S:24]([C:27]2[CH:28]=[N:29][CH:30]=[CH:31][CH:32]=2)(=[O:26])=[O:25])=[CH:18][CH:17]=1. The catalyst class is: 7. (4) Reactant: [CH2:1]([N:8]1[C@H:13]([CH2:14][CH2:15][O:16][Si](C(C)(C)C)(C)C)[CH2:12][O:11][C:10]([CH3:25])([CH3:24])[CH2:9]1)[C:2]1[CH:7]=[CH:6][CH:5]=[CH:4][CH:3]=1.[F-].C([N+](CCCC)(CCCC)CCCC)CCC. Product: [CH2:1]([N:8]1[CH2:9][C:10]([CH3:24])([CH3:25])[O:11][CH2:12][C@H:13]1[CH2:14][CH2:15][OH:16])[C:2]1[CH:3]=[CH:4][CH:5]=[CH:6][CH:7]=1. The catalyst class is: 7. (5) Reactant: [F:1][C:2]([F:43])([F:42])[C:3]1[CH:4]=[C:5]([CH:39]=[CH:40][CH:41]=1)[CH2:6][NH:7][C:8](=[O:38])[C:9]1[CH:14]=[CH:13][N:12]=[C:11]([C:15]2[CH:20]=[C:19](N3CCCCC3)[CH:18]=[CH:17][C:16]=2[NH:27][C:28](=[O:37])[C:29]2[CH:34]=[CH:33][CH:32]=[C:31]([CH2:35]Br)[CH:30]=2)[CH:10]=1.[CH3:44][N:45]1[CH2:51][CH2:50][CH2:49][NH:48][CH2:47][CH2:46]1.C(=O)([O-])[O-].[K+].[K+]. Product: [CH3:44][N:45]1[CH2:51][CH2:50][CH2:49][N:48]([CH2:35][C:31]2[CH:30]=[C:29]([CH:34]=[CH:33][CH:32]=2)[C:28]([NH:27][C:16]2[C:17]([N:12]3[CH2:13][CH2:14][CH2:9][CH2:10][CH2:11]3)=[CH:18][CH:19]=[CH:20][C:15]=2[C:11]2[CH:10]=[C:9]([CH:14]=[CH:13][N:12]=2)[C:8]([NH:7][CH2:6][C:5]2[CH:39]=[CH:40][CH:41]=[C:3]([C:2]([F:43])([F:42])[F:1])[CH:4]=2)=[O:38])=[O:37])[CH2:47][CH2:46]1. The catalyst class is: 35. (6) Reactant: [C:9](O[C:9]([O:11][C:12]([CH3:15])([CH3:14])[CH3:13])=[O:10])([O:11][C:12]([CH3:15])([CH3:14])[CH3:13])=[O:10].[O:16]=[C:17]1[C:25](=[O:26])[C:24]2[C:19](=[CH:20][CH:21]=[C:22]([CH:27]([CH2:33][CH2:34][CH2:35][CH3:36])[C:28]([O:30][CH2:31][CH3:32])=[O:29])[CH:23]=2)[NH:18]1. Product: [CH2:31]([O:30][C:28]([CH:27]([C:22]1[CH:23]=[C:24]2[C:19](=[CH:20][CH:21]=1)[N:18]([C:9]([O:11][C:12]([CH3:13])([CH3:14])[CH3:15])=[O:10])[C:17](=[O:16])[C:25]2=[O:26])[CH2:33][CH2:34][CH2:35][CH3:36])=[O:29])[CH3:32]. The catalyst class is: 367. (7) Reactant: FC(F)(F)C([O-])=O.[Tl+].FC(F)(F)C(O)=O.[CH:16]1[C:21]([C:22]2[CH:23]=[CH:24][C:25]([F:29])=[CH:26][C:27]=2[F:28])=[CH:20][C:19]([C:30]([OH:32])=[O:31])=[C:18]([OH:33])[CH:17]=1.[I-:34].[K+].S(S([O-])=O)([O-])(=O)=O.[Na+].[Na+].[OH-].[Na+]. Product: [F:28][C:27]1[CH:26]=[C:25]([F:29])[CH:24]=[CH:23][C:22]=1[C:21]1[CH:20]=[C:19]([C:30]([OH:32])=[O:31])[C:18]([OH:33])=[C:17]([I:34])[CH:16]=1. The catalyst class is: 6.